This data is from Full USPTO retrosynthesis dataset with 1.9M reactions from patents (1976-2016). The task is: Predict the reactants needed to synthesize the given product. (1) Given the product [C:12]([C@H:16]1[CH2:21][CH2:20][C@H:19]([O:22][C:23]2[CH:32]=[C:31]([I:33])[C:30]3[C:25](=[CH:26][CH:27]=[CH:28][CH:29]=3)[C:24]=2[CH2:34][N:1]2[CH2:2][CH2:3][CH:4]([C:5]([O:7][CH2:8][CH3:9])=[O:6])[CH2:10][CH2:11]2)[CH2:18][CH2:17]1)([CH3:15])([CH3:14])[CH3:13], predict the reactants needed to synthesize it. The reactants are: [NH:1]1[CH2:11][CH2:10][CH:4]([C:5]([O:7][CH2:8][CH3:9])=[O:6])[CH2:3][CH2:2]1.[C:12]([C@H:16]1[CH2:21][CH2:20][C@H:19]([O:22][C:23]2[CH:32]=[C:31]([I:33])[C:30]3[C:25](=[CH:26][CH:27]=[CH:28][CH:29]=3)[C:24]=2[CH:34]=O)[CH2:18][CH2:17]1)([CH3:15])([CH3:14])[CH3:13].C(O[BH-](OC(=O)C)OC(=O)C)(=O)C.[Na+]. (2) Given the product [CH3:33][O:32][C:4]1[CH:5]=[C:6]([CH:9]([CH3:31])[C:10]([NH:12][CH2:13][C:14]2[C:15]([N:24]3[CH2:29][CH2:28][CH:27]([CH3:30])[CH2:26][CH2:25]3)=[N:16][C:17]([C:20]([F:21])([F:22])[F:23])=[CH:18][CH:19]=2)=[O:11])[CH:7]=[CH:8][C:3]=1[CH2:2][NH:1][S:35]([CH3:34])(=[O:37])=[O:36], predict the reactants needed to synthesize it. The reactants are: [NH2:1][CH2:2][C:3]1[CH:8]=[CH:7][C:6]([CH:9]([CH3:31])[C:10]([NH:12][CH2:13][C:14]2[C:15]([N:24]3[CH2:29][CH2:28][CH:27]([CH3:30])[CH2:26][CH2:25]3)=[N:16][C:17]([C:20]([F:23])([F:22])[F:21])=[CH:18][CH:19]=2)=[O:11])=[CH:5][C:4]=1[O:32][CH3:33].[CH3:34][S:35](Cl)(=[O:37])=[O:36]. (3) Given the product [NH2:11][C@H:12]([CH2:16][OH:17])[C:13]([N:19]1[CH2:20][CH2:21][CH2:26][CH2:23][CH2:24]1)=[O:15], predict the reactants needed to synthesize it. The reactants are: C(OC([NH:11][C@H:12]([CH2:16][OH:17])[C:13]([OH:15])=O)=O)C1C=CC=CC=1.C[N:19]1[CH2:24][CH2:23]O[CH2:21][CH2:20]1.Cl[C:26](OCC(C)C)=O.N1CCCC1.